The task is: Regression. Given two drug SMILES strings and cell line genomic features, predict the synergy score measuring deviation from expected non-interaction effect.. This data is from NCI-60 drug combinations with 297,098 pairs across 59 cell lines. (1) Drug 1: CCC1=CC2CC(C3=C(CN(C2)C1)C4=CC=CC=C4N3)(C5=C(C=C6C(=C5)C78CCN9C7C(C=CC9)(C(C(C8N6C)(C(=O)OC)O)OC(=O)C)CC)OC)C(=O)OC.C(C(C(=O)O)O)(C(=O)O)O. Drug 2: COC1=NC(=NC2=C1N=CN2C3C(C(C(O3)CO)O)O)N. Cell line: RXF 393. Synergy scores: CSS=27.2, Synergy_ZIP=1.12, Synergy_Bliss=2.39, Synergy_Loewe=-31.4, Synergy_HSA=2.55. (2) Drug 1: CCC1(CC2CC(C3=C(CCN(C2)C1)C4=CC=CC=C4N3)(C5=C(C=C6C(=C5)C78CCN9C7C(C=CC9)(C(C(C8N6C=O)(C(=O)OC)O)OC(=O)C)CC)OC)C(=O)OC)O.OS(=O)(=O)O. Drug 2: C1=NC2=C(N=C(N=C2N1C3C(C(C(O3)CO)O)F)Cl)N. Cell line: HL-60(TB). Synergy scores: CSS=80.7, Synergy_ZIP=0.495, Synergy_Bliss=-4.56, Synergy_Loewe=-8.60, Synergy_HSA=-5.41. (3) Synergy scores: CSS=45.1, Synergy_ZIP=-0.532, Synergy_Bliss=-0.517, Synergy_Loewe=-41.0, Synergy_HSA=-1.11. Drug 1: CN(C)N=NC1=C(NC=N1)C(=O)N. Drug 2: CC1=C2C(C(=O)C3(C(CC4C(C3C(C(C2(C)C)(CC1OC(=O)C(C(C5=CC=CC=C5)NC(=O)C6=CC=CC=C6)O)O)OC(=O)C7=CC=CC=C7)(CO4)OC(=O)C)O)C)OC(=O)C. Cell line: OVCAR-5. (4) Drug 1: C1=CC=C(C=C1)NC(=O)CCCCCCC(=O)NO. Drug 2: CNC(=O)C1=NC=CC(=C1)OC2=CC=C(C=C2)NC(=O)NC3=CC(=C(C=C3)Cl)C(F)(F)F. Cell line: OVCAR-4. Synergy scores: CSS=0.0850, Synergy_ZIP=0.122, Synergy_Bliss=0.276, Synergy_Loewe=-3.44, Synergy_HSA=-1.52. (5) Drug 1: C1=CC(=CC=C1C#N)C(C2=CC=C(C=C2)C#N)N3C=NC=N3. Drug 2: CCN(CC)CCNC(=O)C1=C(NC(=C1C)C=C2C3=C(C=CC(=C3)F)NC2=O)C. Cell line: HCT-15. Synergy scores: CSS=-4.68, Synergy_ZIP=6.98, Synergy_Bliss=10.3, Synergy_Loewe=-12.0, Synergy_HSA=-11.9. (6) Drug 1: CC12CCC3C(C1CCC2=O)CC(=C)C4=CC(=O)C=CC34C. Drug 2: CN(C)C1=NC(=NC(=N1)N(C)C)N(C)C. Cell line: 786-0. Synergy scores: CSS=46.2, Synergy_ZIP=1.41, Synergy_Bliss=3.13, Synergy_Loewe=-37.3, Synergy_HSA=1.18. (7) Drug 1: C1=CN(C(=O)N=C1N)C2C(C(C(O2)CO)O)O.Cl. Drug 2: CCC1(CC2CC(C3=C(CCN(C2)C1)C4=CC=CC=C4N3)(C5=C(C=C6C(=C5)C78CCN9C7C(C=CC9)(C(C(C8N6C)(C(=O)OC)O)OC(=O)C)CC)OC)C(=O)OC)O.OS(=O)(=O)O. Cell line: OVCAR-5. Synergy scores: CSS=29.8, Synergy_ZIP=-0.499, Synergy_Bliss=-0.586, Synergy_Loewe=-0.0771, Synergy_HSA=0.821.